Dataset: CYP1A2 inhibition data for predicting drug metabolism from PubChem BioAssay. Task: Regression/Classification. Given a drug SMILES string, predict its absorption, distribution, metabolism, or excretion properties. Task type varies by dataset: regression for continuous measurements (e.g., permeability, clearance, half-life) or binary classification for categorical outcomes (e.g., BBB penetration, CYP inhibition). Dataset: cyp1a2_veith. The drug is O=C(Cc1ccccc1)Nc1nc(=O)c2ccccc2s1. The result is 1 (inhibitor).